Dataset: Full USPTO retrosynthesis dataset with 1.9M reactions from patents (1976-2016). Task: Predict the reactants needed to synthesize the given product. (1) Given the product [N:15]1([C:13]([N:10]2[CH2:9][CH2:8][N:7]([C:2]3[CH:3]=[CH:4][CH:5]=[CH:6][N:1]=3)[CH2:12][CH2:11]2)=[S:14])[CH:19]=[CH:18][N:17]=[CH:16]1, predict the reactants needed to synthesize it. The reactants are: [N:1]1[CH:6]=[CH:5][CH:4]=[CH:3][C:2]=1[N:7]1[CH2:12][CH2:11][NH:10][CH2:9][CH2:8]1.[C:13](N1C=CN=C1)([N:15]1[CH:19]=[CH:18][N:17]=[CH:16]1)=[S:14]. (2) Given the product [CH:1]1([C:9]([OH:16])([C:10]2[CH:11]=[CH:12][CH:13]=[CH:14][CH:15]=2)[C:17]([OH:19])=[O:18])[CH2:6][CH2:5][CH2:4][CH2:3][CH2:2]1, predict the reactants needed to synthesize it. The reactants are: [CH:1]1([Mg]Cl)[CH2:6][CH2:5][CH2:4][CH2:3][CH2:2]1.[C:9]([C:17]([O:19]CC)=[O:18])(=[O:16])[C:10]1[CH:15]=[CH:14][CH:13]=[CH:12][CH:11]=1. (3) Given the product [C:23]([O:22][C:20](=[O:21])[NH:27][CH2:28][CH2:29][CH2:30][CH2:31][N:8]1[C:9]2[CH:10]=[CH:11][C:2]([Cl:1])=[CH:3][C:4]=2[C:5]23[O:17][CH2:16][CH2:15][CH:14]2[CH2:13][CH:6]3[C:7]1=[O:12])([CH3:26])([CH3:25])[CH3:24], predict the reactants needed to synthesize it. The reactants are: [Cl:1][C:2]1[CH:11]=[CH:10][C:9]2[NH:8][C:7](=[O:12])[CH:6]3[CH2:13][CH:14]4[CH2:15][CH2:16][O:17][C:5]34[C:4]=2[CH:3]=1.[H-].[Na+].[C:20]([NH:27][CH2:28][CH2:29][CH2:30][CH2:31]Br)([O:22][C:23]([CH3:26])([CH3:25])[CH3:24])=[O:21].CO. (4) The reactants are: [CH2:1]([O:8][C:9]1[CH:14]=[CH:13][C:12]([C:15]2[NH:19][N:18]=[C:17]([C:20]([O-:22])=O)[CH:16]=2)=[CH:11][CH:10]=1)[C:2]1[CH:7]=[CH:6][CH:5]=[CH:4][CH:3]=1.[Li+].Cl.[CH3:25][O:26][C:27](=[O:37])[C@H:28]([CH2:30][C:31]1[CH:36]=[CH:35][CH:34]=[CH:33][CH:32]=1)[NH2:29].ON1C2C=CC=CC=2N=N1.C(N(CC)CC)C.Cl.CN(C)CCCN=C=NCC. Given the product [CH3:25][O:26][C:27](=[O:37])[CH:28]([NH:29][C:20]([C:17]1[CH:16]=[C:15]([C:12]2[CH:11]=[CH:10][C:9]([O:8][CH2:1][C:2]3[CH:3]=[CH:4][CH:5]=[CH:6][CH:7]=3)=[CH:14][CH:13]=2)[NH:19][N:18]=1)=[O:22])[CH2:30][C:31]1[CH:36]=[CH:35][CH:34]=[CH:33][CH:32]=1, predict the reactants needed to synthesize it.